From a dataset of Forward reaction prediction with 1.9M reactions from USPTO patents (1976-2016). Predict the product of the given reaction. Given the reactants [CH3:1][C:2]1[CH:7]=[C:6]([C:8]([O:10]C)=[O:9])[CH:5]=[CH:4][C:3]=1[C:12]1[CH:17]=[CH:16][CH:15]=[CH:14][C:13]=1[CH3:18].[OH-].[Na+], predict the reaction product. The product is: [CH3:1][C:2]1[CH:7]=[C:6]([C:8]([OH:10])=[O:9])[CH:5]=[CH:4][C:3]=1[C:12]1[CH:17]=[CH:16][CH:15]=[CH:14][C:13]=1[CH3:18].